Task: Predict which catalyst facilitates the given reaction.. Dataset: Catalyst prediction with 721,799 reactions and 888 catalyst types from USPTO (1) Reactant: [NH2:1][C:2]1[CH:3]=[C:4]([S:8]([OH:11])(=[O:10])=[O:9])[CH:5]=[CH:6][CH:7]=1.[C:12]([C:16]1[CH:24]=[CH:23][C:19]([C:20](Cl)=[O:21])=[CH:18][CH:17]=1)([CH3:15])([CH3:14])[CH3:13]. Product: [C:12]([C:16]1[CH:17]=[CH:18][C:19]([C:20]([NH:1][C:2]2[CH:3]=[C:4]([S:8]([OH:11])(=[O:9])=[O:10])[CH:5]=[CH:6][CH:7]=2)=[O:21])=[CH:23][CH:24]=1)([CH3:15])([CH3:13])[CH3:14]. The catalyst class is: 17. (2) Reactant: [C:1]([C:5]1[CH:30]=[C:8]2[N:9]=[C:10]([CH3:29])[C:11]([CH:21]([CH2:26][CH2:27][CH3:28])[C:22]([O:24]C)=[O:23])=[C:12]([C:13]3[CH:18]=[CH:17][C:16]([F:19])=[CH:15][C:14]=3[F:20])[N:7]2[N:6]=1)([CH3:4])([CH3:3])[CH3:2].[OH-].[Na+]. Product: [C:1]([C:5]1[CH:30]=[C:8]2[N:9]=[C:10]([CH3:29])[C:11]([CH:21]([CH2:26][CH2:27][CH3:28])[C:22]([OH:24])=[O:23])=[C:12]([C:13]3[CH:18]=[CH:17][C:16]([F:19])=[CH:15][C:14]=3[F:20])[N:7]2[N:6]=1)([CH3:3])([CH3:4])[CH3:2]. The catalyst class is: 5. (3) Reactant: [CH2:1]([O:8][C:9]1[CH:14]=[C:13](I)[CH:12]=[CH:11][C:10]=1[N:16]1[S:20](=[O:22])(=[O:21])[NH:19][C:18](=O)[CH2:17]1)[C:2]1[CH:7]=[CH:6][CH:5]=[CH:4][CH:3]=1.[CH2:24]([N:27]1[CH:31]=[C:30](B2OC(C)(C)C(C)(C)O2)[CH:29]=[N:28]1)[CH2:25][CH3:26].C([O-])([O-])=[O:42].[Na+].[Na+]. Product: [CH2:1]([O:8][C:9]1[CH:14]=[C:13]([C:30]2[CH:29]=[N:28][N:27]([CH2:24][CH2:25][CH3:26])[CH:31]=2)[CH:12]=[CH:11][C:10]=1[N:16]1[S:20](=[O:22])(=[O:21])[NH:19][CH2:18][C:17]1=[O:42])[C:2]1[CH:7]=[CH:6][CH:5]=[CH:4][CH:3]=1. The catalyst class is: 57. (4) Reactant: CS(O[CH:6]1[CH2:11][CH2:10][CH:9]([C:12]([O:14][CH2:15][CH3:16])=[O:13])[CH2:8][CH2:7]1)(=O)=O.[F:17][C:18]([F:27])([F:26])[C:19]1[CH:20]=[C:21]([SH:25])[CH:22]=[CH:23][CH:24]=1. Product: [F:27][C:18]([F:17])([F:26])[C:19]1[CH:20]=[C:21]([S:25][CH:6]2[CH2:7][CH2:8][CH:9]([C:12]([O:14][CH2:15][CH3:16])=[O:13])[CH2:10][CH2:11]2)[CH:22]=[CH:23][CH:24]=1. The catalyst class is: 23. (5) The catalyst class is: 3. Product: [Cl:1][C:2]1[C:7]2=[N:8][N:9]([CH:12]([F:17])[F:16])[CH:10]=[C:6]2[CH:5]=[CH:4][N:3]=1. Reactant: [Cl:1][C:2]1[N:3]=[CH:4][CH:5]=[C:6]2[CH:10]=[N:9][NH:8][C:7]=12.Cl[C:12]([F:17])([F:16])C([O-])=O.[Na+].C(=O)([O-])[O-].[Cs+].[Cs+]. (6) Reactant: [NH2:1][C@@H:2]([C:5]1[CH:10]=[CH:9][CH:8]=[CH:7][CH:6]=1)[CH2:3][OH:4].[Br:11][C:12]1[CH:19]=[CH:18][CH:17]=[CH:16][C:13]=1[CH:14]=O.S([O-])([O-])(=O)=O.[Mg+2]. Product: [Br:11][C:12]1[CH:19]=[CH:18][CH:17]=[CH:16][C:13]=1/[CH:14]=[N:1]/[C@@H:2]([C:5]1[CH:10]=[CH:9][CH:8]=[CH:7][CH:6]=1)[CH2:3][OH:4]. The catalyst class is: 158. (7) The catalyst class is: 5. Reactant: [CH2:1]([N:3]([CH2:30][CH3:31])[C:4]([CH:6]1[C:18]2[C:17]3[C:12](=[CH:13][CH:14]=[C:15]([F:19])[CH:16]=3)[N:11]([CH2:20][CH2:21][O:22]CC3C=CC=CC=3)[C:10]=2[CH2:9][CH2:8][CH2:7]1)=[O:5])[CH3:2]. Product: [CH2:30]([N:3]([CH2:1][CH3:2])[C:4]([CH:6]1[C:18]2[C:17]3[C:12](=[CH:13][CH:14]=[C:15]([F:19])[CH:16]=3)[N:11]([CH2:20][CH2:21][OH:22])[C:10]=2[CH2:9][CH2:8][CH2:7]1)=[O:5])[CH3:31].